From a dataset of Full USPTO retrosynthesis dataset with 1.9M reactions from patents (1976-2016). Predict the reactants needed to synthesize the given product. Given the product [CH2:17]([Si:20]([CH3:22])([CH3:21])[C:9]#[C:8][CH2:7][CH2:6][O:10][CH:11]1[CH2:16][CH2:15][CH2:14][CH2:13][O:12]1)[CH:18]=[CH2:19], predict the reactants needed to synthesize it. The reactants are: C([Li])CCC.[CH2:6]([O:10][CH:11]1[CH2:16][CH2:15][CH2:14][CH2:13][O:12]1)[CH2:7][CH:8]=[CH2:9].[CH2:17]([Si:20](Cl)([CH3:22])[CH3:21])[CH:18]=[CH2:19].